This data is from Catalyst prediction with 721,799 reactions and 888 catalyst types from USPTO. The task is: Predict which catalyst facilitates the given reaction. (1) Reactant: [C:1]1([C:7](=[N:14][CH2:15][C:16]([O:18][C:19]([CH3:22])([CH3:21])[CH3:20])=[O:17])[C:8]2[CH:13]=[CH:12][CH:11]=[CH:10][CH:9]=2)[CH:6]=[CH:5][CH:4]=[CH:3][CH:2]=1.[Li+].CC([N-]C(C)C)C.FC(F)(F)S(O[CH2:37][CH2:38][C:39]([F:42])([F:41])[F:40])(=O)=O. Product: [C:1]1([C:7](=[N:14][CH:15]([CH2:37][CH2:38][C:39]([F:42])([F:41])[F:40])[C:16]([O:18][C:19]([CH3:22])([CH3:21])[CH3:20])=[O:17])[C:8]2[CH:9]=[CH:10][CH:11]=[CH:12][CH:13]=2)[CH:2]=[CH:3][CH:4]=[CH:5][CH:6]=1. The catalyst class is: 1. (2) Reactant: COC1C=C2C(=CC=1)NN=C2C(NCC1CCN(CC2SC=C(C(O)=O)N=2)CC1)=O.[Br:31][C:32]1[CH:33]=[C:34]2[C:38](=[CH:39][CH:40]=1)[NH:37][N:36]=[C:35]2[C:41]([NH:43][CH2:44][CH:45]1[CH2:50][CH2:49][N:48]([CH2:51][C:52]2[O:56][C:55]([C:57]([O:59]CC)=[O:58])=[CH:54][CH:53]=2)[CH2:47][CH2:46]1)=[O:42]. Product: [Br:31][C:32]1[CH:33]=[C:34]2[C:38](=[CH:39][CH:40]=1)[NH:37][N:36]=[C:35]2[C:41]([NH:43][CH2:44][CH:45]1[CH2:50][CH2:49][N:48]([CH2:51][C:52]2[O:56][C:55]([C:57]([OH:59])=[O:58])=[CH:54][CH:53]=2)[CH2:47][CH2:46]1)=[O:42]. The catalyst class is: 14. (3) Reactant: [H-].[Al+3].[Li+].[H-].[H-].[H-].C([O:9][C:10]([C:12]1[N:13]=[CH:14][C:15]2[N:16]([CH2:25][CH3:26])[C:17]3[C:22]([C:23]=2[CH:24]=1)=[CH:21][CH:20]=[CH:19][CH:18]=3)=O)C. Product: [CH2:25]([N:16]1[C:15]2[CH:14]=[N:13][C:12]([CH:10]=[O:9])=[CH:24][C:23]=2[C:22]2[C:17]1=[CH:18][CH:19]=[CH:20][CH:21]=2)[CH3:26]. The catalyst class is: 7. (4) Reactant: Cl[C:2]1[CH:7]=[C:6]([CH3:8])[C:5]([N+:9]([O-:11])=[O:10])=[CH:4][N:3]=1.[C:12]1(B(O)O)[CH:17]=[CH:16][CH:15]=[CH:14][CH:13]=1.C(=O)([O-])[O-].[K+].[K+]. Product: [CH3:8][C:6]1[C:5]([N+:9]([O-:11])=[O:10])=[CH:4][N:3]=[C:2]([C:12]2[CH:17]=[CH:16][CH:15]=[CH:14][CH:13]=2)[CH:7]=1. The catalyst class is: 660. (5) Reactant: [Br:1][C:2]1[N:7]=[C:6]([C:8]2[N:12]3[CH:13]=[CH:14][N:15]=[C:16](Cl)[C:11]3=[N:10][CH:9]=2)[CH:5]=[CH:4][CH:3]=1.[CH3:18][N:19]1[CH2:24][CH2:23][NH:22][CH2:21][CH2:20]1.C(N(C(C)C)CC)(C)C. Product: [Br:1][C:2]1[N:7]=[C:6]([C:8]2[N:12]3[CH:13]=[CH:14][N:15]=[C:16]([N:22]4[CH2:23][CH2:24][N:19]([CH3:18])[CH2:20][CH2:21]4)[C:11]3=[N:10][CH:9]=2)[CH:5]=[CH:4][CH:3]=1. The catalyst class is: 41. (6) Reactant: C([O:4][C@H:5]([C:10]([NH:12][C:13]1[CH:18]=[CH:17][C:16]([C:19]2[S:20][C:21]3[C:26]([N:27]=2)=[CH:25][CH:24]=[C:23]([C:28]2([C:31]4[CH:36]=[CH:35][CH:34]=[CH:33][CH:32]=4)[CH2:30][CH2:29]2)[N:22]=3)=[C:15]([F:37])[CH:14]=1)=[O:11])[CH2:6][C:7]([OH:9])=[O:8])(=O)C.[OH-].[Na+]. Product: [F:37][C:15]1[CH:14]=[C:13]([NH:12][C:10](=[O:11])[C@@H:5]([OH:4])[CH2:6][C:7]([OH:9])=[O:8])[CH:18]=[CH:17][C:16]=1[C:19]1[S:20][C:21]2[C:26]([N:27]=1)=[CH:25][CH:24]=[C:23]([C:28]1([C:31]3[CH:36]=[CH:35][CH:34]=[CH:33][CH:32]=3)[CH2:29][CH2:30]1)[N:22]=2. The catalyst class is: 1. (7) Reactant: [N+:1]([C:4]1[CH:9]=[CH:8][C:7]([O:10][CH:11]([C:16](=O)[CH3:17])[C:12]([O:14][CH3:15])=[O:13])=[CH:6][CH:5]=1)([O-:3])=[O:2]. Product: [CH3:17][C:16]1[C:8]2[CH:9]=[C:4]([N+:1]([O-:3])=[O:2])[CH:5]=[CH:6][C:7]=2[O:10][C:11]=1[C:12]([O:14][CH3:15])=[O:13]. The catalyst class is: 65. (8) Reactant: Br[C:2]1[S:6][C:5]([O:7][C:8]2[CH:17]=[CH:16][C:15]3[C:10](=[CH:11][CH:12]=[CH:13][CH:14]=3)[CH:9]=2)=[N:4][CH:3]=1.[CH3:18][CH:19]([NH:22][C:23](=[O:25])[CH3:24])[C:20]#[CH:21].C(N(CC)CC)C. Product: [CH3:18][CH:19]([NH:22][C:23](=[O:25])[CH3:24])[C:20]#[C:21][C:2]1[S:6][C:5]([O:7][C:8]2[CH:17]=[CH:16][C:15]3[C:10](=[CH:11][CH:12]=[CH:13][CH:14]=3)[CH:9]=2)=[N:4][CH:3]=1. The catalyst class is: 23. (9) Reactant: C[O:2][C:3](=[O:21])[C:4]1[CH:9]=[CH:8][C:7]([O:10][CH3:11])=[C:6]([O:12][CH2:13][CH2:14][N:15]2[CH2:20][CH2:19][O:18][CH2:17][CH2:16]2)[CH:5]=1.[OH-].[Li+].Cl. Product: [CH3:11][O:10][C:7]1[CH:8]=[CH:9][C:4]([C:3]([OH:21])=[O:2])=[CH:5][C:6]=1[O:12][CH2:13][CH2:14][N:15]1[CH2:20][CH2:19][O:18][CH2:17][CH2:16]1. The catalyst class is: 83. (10) Reactant: [CH3:1][C:2]([CH3:33])([CH3:32])/[CH:3]=[CH:4]/[C@H:5]1[O:10]C(C)(C)[O:8][C@@H:7]([C@@H:13]([O:29][CH3:30])[C:14]([NH:16][CH:17]2[C:23](=[O:24])[NH:22][C:21]3[CH:25]=[CH:26][CH:27]=[CH:28][C:20]=3[S:19][CH2:18]2)=[O:15])[C@H:6]1[OH:31].Cl.[OH-].[Na+]. Product: [O:24]=[C:23]1[NH:22][C:21]2[CH:25]=[CH:26][CH:27]=[CH:28][C:20]=2[S:19][CH2:18][CH:17]1[NH:16][C:14](=[O:15])[C@H:13]([O:29][CH3:30])[C@H:7]([OH:8])[C@@H:6]([OH:31])[C@H:5]([OH:10])/[CH:4]=[CH:3]/[C:2]([CH3:33])([CH3:1])[CH3:32]. The catalyst class is: 1.